This data is from Catalyst prediction with 721,799 reactions and 888 catalyst types from USPTO. The task is: Predict which catalyst facilitates the given reaction. (1) Reactant: [F:1][C:2]1[CH:3]=[C:4]2[C:8](=[CH:9][C:10]=1I)[N:7]([CH3:12])[CH:6]=[C:5]2[C:13]1[C:14](=[O:30])[NH:15][C:16](=[O:29])[C:17]=1[C:18]1[C:22]2[CH:23]=[CH:24][CH:25]=[C:26]([O:27][CH3:28])[C:21]=2[O:20][CH:19]=1.[Cl:31][C:32]1[CH:37]=[CH:36][C:35](B(O)O)=[CH:34][CH:33]=1.C([O-])([O-])=O.[K+].[K+]. Product: [Cl:31][C:32]1[CH:37]=[CH:36][C:35]([C:10]2[CH:9]=[C:8]3[C:4]([C:5]([C:13]4[C:14](=[O:30])[NH:15][C:16](=[O:29])[C:17]=4[C:18]4[C:22]5[CH:23]=[CH:24][CH:25]=[C:26]([O:27][CH3:28])[C:21]=5[O:20][CH:19]=4)=[CH:6][N:7]3[CH3:12])=[CH:3][C:2]=2[F:1])=[CH:34][CH:33]=1. The catalyst class is: 564. (2) Reactant: [Br:1][C:2]1[C:7]([O:8][CH3:9])=[CH:6][C:5]([C:10]2[O:11][CH:12]=[CH:13][CH:14]=2)=[CH:4][C:3]=1[O:15][CH3:16].C([N-]C(C)C)(C)C.[Li+].CON(C)[C:28](=[O:44])[CH:29]([O:42][CH3:43])[C:30]1[CH:35]=[CH:34][C:33]([N:36]2[CH2:41][CH2:40][O:39][CH2:38][CH2:37]2)=[CH:32][CH:31]=1. Product: [Br:1][C:2]1[C:7]([O:8][CH3:9])=[CH:6][C:5]([C:10]2[O:11][C:12]([C:28](=[O:44])[CH:29]([O:42][CH3:43])[C:30]3[CH:31]=[CH:32][C:33]([N:36]4[CH2:37][CH2:38][O:39][CH2:40][CH2:41]4)=[CH:34][CH:35]=3)=[CH:13][CH:14]=2)=[CH:4][C:3]=1[O:15][CH3:16]. The catalyst class is: 1.